From a dataset of Catalyst prediction with 721,799 reactions and 888 catalyst types from USPTO. Predict which catalyst facilitates the given reaction. (1) Reactant: [Cl:1]N1C(=O)CCC1=O.[CH2:9]([N:11]1[C:19]2[C:14](=[C:15]([O:22][CH2:23][C:24]([F:27])([F:26])[F:25])[CH:16]=[C:17]([CH:20]=[O:21])[CH:18]=2)[CH:13]=[CH:12]1)[CH3:10]. Product: [Cl:1][C:13]1[C:14]2[C:19](=[CH:18][C:17]([CH:20]=[O:21])=[CH:16][C:15]=2[O:22][CH2:23][C:24]([F:25])([F:27])[F:26])[N:11]([CH2:9][CH3:10])[CH:12]=1. The catalyst class is: 10. (2) Reactant: [C:1]([N:4]1[C:12]2[C:7](=[C:8]([CH3:23])[C:9]([CH2:17][C:18]([O:20][CH2:21][CH3:22])=[O:19])=[C:10]([CH3:16])[C:11]=2[N+:13]([O-])=O)[CH2:6][CH2:5]1)(=[O:3])[CH3:2]. Product: [C:1]([N:4]1[C:12]2[C:7](=[C:8]([CH3:23])[C:9]([CH2:17][C:18]([O:20][CH2:21][CH3:22])=[O:19])=[C:10]([CH3:16])[C:11]=2[NH2:13])[CH2:6][CH2:5]1)(=[O:3])[CH3:2]. The catalyst class is: 63. (3) Product: [Br:1][C:2]1[CH:11]=[CH:10][C:9]([CH2:12][CH2:13][CH2:14][O:15][CH3:16])=[CH:8][C:3]=1[CH2:4][OH:5]. The catalyst class is: 1. Reactant: [Br:1][C:2]1[CH:11]=[CH:10][C:9]([CH2:12][CH2:13][CH2:14][O:15][CH3:16])=[CH:8][C:3]=1[C:4](OC)=[O:5].CC(C[Al]CC(C)C)C.C1(C)C=CC=CC=1. (4) Reactant: [Br:1][C:2]1[CH:7]=[CH:6][C:5]([O:8][CH3:9])=[CH:4][C:3]=1[CH2:10]Br.[NH:12]([C:20]([O:22][C:23]([CH3:26])([CH3:25])[CH3:24])=[O:21])[C:13]([O:15][C:16]([CH3:19])([CH3:18])[CH3:17])=[O:14].[K]. Product: [C:23]([O:22][C:20]([N:12]([CH2:10][C:3]1[CH:4]=[C:5]([O:8][CH3:9])[CH:6]=[CH:7][C:2]=1[Br:1])[C:13]([O:15][C:16]([CH3:19])([CH3:18])[CH3:17])=[O:14])=[O:21])([CH3:26])([CH3:25])[CH3:24]. The catalyst class is: 9.